This data is from NCI-60 drug combinations with 297,098 pairs across 59 cell lines. The task is: Regression. Given two drug SMILES strings and cell line genomic features, predict the synergy score measuring deviation from expected non-interaction effect. Drug 1: CC(C1=C(C=CC(=C1Cl)F)Cl)OC2=C(N=CC(=C2)C3=CN(N=C3)C4CCNCC4)N. Drug 2: CN1C(=O)N2C=NC(=C2N=N1)C(=O)N. Cell line: BT-549. Synergy scores: CSS=-8.23, Synergy_ZIP=3.48, Synergy_Bliss=-2.08, Synergy_Loewe=-7.60, Synergy_HSA=-7.01.